This data is from Forward reaction prediction with 1.9M reactions from USPTO patents (1976-2016). The task is: Predict the product of the given reaction. Given the reactants [F:1][C:2]([F:20])([F:19])[C:3](O)=[CH:4][C:5]([C:7]1[CH:17]=[CH:16][C:10]2[O:11][CH2:12][C:13](=[O:15])[NH:14][C:9]=2[CH:8]=1)=O.Cl.[Cl:22][C:23]1[CH:28]=[CH:27][CH:26]=[CH:25][C:24]=1[NH:29][NH2:30], predict the reaction product. The product is: [Cl:22][C:23]1[CH:28]=[CH:27][CH:26]=[CH:25][C:24]=1[N:29]1[C:5]([C:7]2[CH:17]=[CH:16][C:10]3[O:11][CH2:12][C:13](=[O:15])[NH:14][C:9]=3[CH:8]=2)=[CH:4][C:3]([C:2]([F:20])([F:19])[F:1])=[N:30]1.